Dataset: Catalyst prediction with 721,799 reactions and 888 catalyst types from USPTO. Task: Predict which catalyst facilitates the given reaction. (1) Reactant: [Cl:1][C:2]1[CH:3]=[C:4]([C:15]2[CH:16]=[C:17]([C:32]([NH2:34])=[O:33])[C:18]3[NH:19][C:20]4[C:25]([C:26]=3[CH:27]=2)=[CH:24][CH:23]=[C:22]([C:28](O)([CH3:30])[CH3:29])[CH:21]=4)[CH:5]=[CH:6][C:7]=1[CH2:8][N:9]1[CH2:14][CH2:13][O:12][CH2:11][CH2:10]1.Cl.[NH:36]1[CH2:41][CH2:40][O:39][CH2:38][CH2:37]1. Product: [Cl:1][C:2]1[CH:3]=[C:4]([C:15]2[CH:16]=[C:17]([C:32]([NH2:34])=[O:33])[C:18]3[NH:19][C:20]4[C:25]([C:26]=3[CH:27]=2)=[CH:24][CH:23]=[C:22]([C:28]([N:36]2[CH2:41][CH2:40][O:39][CH2:38][CH2:37]2)([CH3:30])[CH3:29])[CH:21]=4)[CH:5]=[CH:6][C:7]=1[CH2:8][N:9]1[CH2:14][CH2:13][O:12][CH2:11][CH2:10]1. The catalyst class is: 2. (2) Reactant: [Cl:1][C:2]1[C:3]([OH:14])=[CH:4][C:5]([O:12][CH3:13])=[C:6]([CH:11]=1)[C:7](OC)=[O:8].[H-].[H-].[H-].[H-].[Li+].[Al+3]. Product: [Cl:1][C:2]1[CH:11]=[C:6]([CH2:7][OH:8])[C:5]([O:12][CH3:13])=[CH:4][C:3]=1[OH:14]. The catalyst class is: 1. (3) Product: [N+:14]([C:17]1[CH:22]=[CH:21][C:20]([CH2:23][CH2:24][CH2:25][CH:4]([C:5]([O:7][CH2:8][CH3:9])=[O:6])[C:3]([O:11][CH2:12][CH3:13])=[O:10])=[CH:19][CH:18]=1)([O-:16])=[O:15]. Reactant: [H-].[Na+].[C:3]([O:11][CH2:12][CH3:13])(=[O:10])[CH2:4][C:5]([O:7][CH2:8][CH3:9])=[O:6].[N+:14]([C:17]1[CH:22]=[CH:21][C:20]([CH2:23][CH2:24][CH2:25]Br)=[CH:19][CH:18]=1)([O-:16])=[O:15]. The catalyst class is: 1. (4) Reactant: [Cl:1][C:2]1[CH:3]=[C:4]([C:9]2([C:24]([F:27])([F:26])[F:25])[O:13][N:12]=[C:11]([C:14]3[CH:22]=[CH:21][C:17]([C:18](O)=[O:19])=[C:16]([CH3:23])[CH:15]=3)[CH2:10]2)[CH:5]=[C:6]([Cl:8])[CH:7]=1.CN(C(ON1N=NC2C=CC=CC1=2)=[N+](C)C)C.[B-](F)(F)(F)F.C1C=CC2N(O)N=NC=2C=1.[CH2:60]([N:67]1[CH2:71][CH2:70][CH:69]([CH2:72][NH2:73])[O:68]1)[C:61]1[CH:66]=[CH:65][CH:64]=[CH:63][CH:62]=1. Product: [CH2:60]([N:67]1[CH2:71][CH2:70][CH:69]([CH2:72][NH:73][C:18](=[O:19])[C:17]2[CH:21]=[CH:22][C:14]([C:11]3[CH2:10][C:9]([C:4]4[CH:3]=[C:2]([Cl:1])[CH:7]=[C:6]([Cl:8])[CH:5]=4)([C:24]([F:27])([F:25])[F:26])[O:13][N:12]=3)=[CH:15][C:16]=2[CH3:23])[O:68]1)[C:61]1[CH:62]=[CH:63][CH:64]=[CH:65][CH:66]=1. The catalyst class is: 556. (5) Reactant: [CH3:1][Si:2]([CH3:52])([CH3:51])[CH2:3][CH2:4][O:5][CH2:6][N:7]([CH2:43][O:44][CH2:45][CH2:46][Si:47]([CH3:50])([CH3:49])[CH3:48])[C:8]1[N:13]2[N:14]=[CH:15][C:16]([C:17]3[CH:18]=[N:19][C:20]4[C:25]([CH:26]=3)=[CH:24][C:23]([F:27])=[CH:22][CH:21]=4)=[C:12]2[N:11]=[C:10]([CH2:28][N:29]([C:37]2([CH2:40][OH:41])[CH2:39][CH2:38]2)[C:30](=[O:36])[O:31][C:32]([CH3:35])([CH3:34])[CH3:33])[C:9]=1[Br:42].F[B-](F)(F)F.[CH3:58][O+](C)C. Product: [CH3:52][Si:2]([CH3:1])([CH3:51])[CH2:3][CH2:4][O:5][CH2:6][N:7]([CH2:43][O:44][CH2:45][CH2:46][Si:47]([CH3:49])([CH3:48])[CH3:50])[C:8]1[N:13]2[N:14]=[CH:15][C:16]([C:17]3[CH:18]=[N:19][C:20]4[C:25]([CH:26]=3)=[CH:24][C:23]([F:27])=[CH:22][CH:21]=4)=[C:12]2[N:11]=[C:10]([CH2:28][N:29]([C:37]2([CH2:40][O:41][CH3:58])[CH2:39][CH2:38]2)[C:30](=[O:36])[O:31][C:32]([CH3:35])([CH3:34])[CH3:33])[C:9]=1[Br:42]. The catalyst class is: 2. (6) Reactant: C1CCC(N=C=NC2CCCCC2)CC1.Cl.[CH3:17][NH:18][C:19]([C:21]1[CH:22]=[C:23]([NH:27][CH:28]([C:32]2[CH:37]=[CH:36][CH:35]=[CH:34][CH:33]=2)[C:29]([OH:31])=[O:30])[CH:24]=[CH:25][CH:26]=1)=[O:20].C1C=CC2N(O)N=NC=2C=1.[N:48]12[CH2:55][CH2:54][CH:51]([CH2:52][CH2:53]1)[C@@H:50](O)[CH2:49]2. Product: [CH3:17][NH:18][C:19]([C:21]1[CH:22]=[C:23]([NH:27][CH:28]([C:32]2[CH:37]=[CH:36][CH:35]=[CH:34][CH:33]=2)[C:29]([O:31][C@@H:50]2[CH:51]3[CH2:54][CH2:55][N:48]([CH2:53][CH2:52]3)[CH2:49]2)=[O:30])[CH:24]=[CH:25][CH:26]=1)=[O:20]. The catalyst class is: 1. (7) Reactant: F[C:2]1[CH:9]=[CH:8][C:5]([C:6]#[N:7])=[CH:4][C:3]=1[C:10]([F:13])([F:12])[F:11].[NH:14]1[CH2:19][CH2:18][O:17][CH2:16][CH2:15]1. Product: [O:17]1[CH2:18][CH2:19][N:14]([C:2]2[CH:9]=[CH:8][C:5]([C:6]#[N:7])=[CH:4][C:3]=2[C:10]([F:13])([F:12])[F:11])[CH2:15][CH2:16]1. The catalyst class is: 566. (8) Reactant: [Al+3].[Cl-].[Cl-].[Cl-].[F:5][C:6]1[CH:11]=[CH:10][CH:9]=[CH:8][CH:7]=1.[CH:12]1([C:18](Cl)=[O:19])[CH2:17][CH2:16][CH2:15][CH2:14][CH2:13]1. Product: [CH:12]1([C:18]([C:9]2[CH:10]=[CH:11][C:6]([F:5])=[CH:7][CH:8]=2)=[O:19])[CH2:17][CH2:16][CH2:15][CH2:14][CH2:13]1. The catalyst class is: 2.